From a dataset of Full USPTO retrosynthesis dataset with 1.9M reactions from patents (1976-2016). Predict the reactants needed to synthesize the given product. (1) Given the product [OH:19][CH:20]1[CH2:23][N:22]([C:15](=[O:17])[CH2:14][NH:13][C:11]([C:9]2[NH:8][C:5]3=[CH:6][N:7]=[C:2]([Cl:1])[CH:3]=[C:4]3[CH:10]=2)=[O:12])[CH2:21]1, predict the reactants needed to synthesize it. The reactants are: [Cl:1][C:2]1[CH:3]=[C:4]2[CH:10]=[C:9]([C:11]([NH:13][CH2:14][C:15]([OH:17])=O)=[O:12])[NH:8][C:5]2=[CH:6][N:7]=1.Cl.[OH:19][CH:20]1[CH2:23][NH:22][CH2:21]1.C1C=CC2N(O)N=NC=2C=1.CCN(C(C)C)C(C)C.CCN=C=NCCCN(C)C. (2) Given the product [CH:1]([O:4][C:5](=[O:18])[C:6]1[CH:11]=[CH:10][CH:9]=[C:8]([C:12]#[CH:13])[CH:7]=1)([CH3:3])[CH3:2], predict the reactants needed to synthesize it. The reactants are: [CH:1]([O:4][C:5](=[O:18])[C:6]1[CH:11]=[CH:10][CH:9]=[C:8]([C:12]#[C:13][Si](C)(C)C)[CH:7]=1)([CH3:3])[CH3:2].[F-].C([N+](CCCC)(CCCC)CCCC)CCC.O. (3) The reactants are: [CH3:1][C@@H:2]1[C@H:6](OS(C)(=O)=O)[CH2:5][CH2:4][N:3]1[C:12]([O:14][C:15]([CH3:18])([CH3:17])[CH3:16])=[O:13].[OH-].[NH4+:20]. Given the product [NH2:20][C@H:6]1[CH2:5][CH2:4][N:3]([C:12]([O:14][C:15]([CH3:18])([CH3:17])[CH3:16])=[O:13])[C@@H:2]1[CH3:1], predict the reactants needed to synthesize it. (4) Given the product [Br:12][CH2:1][C:2]1[CH:10]=[CH:9][CH:8]=[C:7]([CH3:11])[C:3]=1[C:4]([OH:6])=[O:5], predict the reactants needed to synthesize it. The reactants are: [CH3:1][C:2]1[CH:10]=[CH:9][CH:8]=[C:7]([CH3:11])[C:3]=1[C:4]([OH:6])=[O:5].[Br:12]([O-])(=O)=O.[Na+].Br. (5) Given the product [C:1]([OH:6])(=[O:5])[C:2]([CH3:4])=[CH2:3].[C:7]([O:12][CH2:13][CH:14]=[CH2:15])(=[O:11])[C:8]([CH3:10])=[CH2:9].[C:16]([O:21][CH:22]1[CH2:27][CH2:26][CH2:25][CH2:24][CH2:23]1)(=[O:20])[C:17]([CH3:19])=[CH2:18], predict the reactants needed to synthesize it. The reactants are: [C:1]([OH:6])(=[O:5])[C:2]([CH3:4])=[CH2:3].[C:7]([O:12][CH2:13][CH:14]=[CH2:15])(=[O:11])[C:8]([CH3:10])=[CH2:9].[C:16]([O:21][CH:22]1[CH2:27][CH2:26][CH2:25][CH2:24][CH2:23]1)(=[O:20])[C:17]([CH3:19])=[CH2:18].N(C(C)(CC(C)C)C#N)=NC(C)(CC(C)C)C#N.